This data is from Full USPTO retrosynthesis dataset with 1.9M reactions from patents (1976-2016). The task is: Predict the reactants needed to synthesize the given product. (1) Given the product [OH:33][CH:31]1[CH2:32][N:29]([C:26]([CH:24]2[CH2:23][CH2:22][C:21]3[C:14]4[C:13]([NH:12][C:4]5[CH:5]=[C:6]6[C:10](=[CH:11][C:3]=5[O:2][CH3:1])[NH:9][N:8]=[CH:7]6)=[N:18][CH:17]=[N:16][C:15]=4[S:19][C:20]=3[CH2:25]2)=[O:28])[CH2:30]1, predict the reactants needed to synthesize it. The reactants are: [CH3:1][O:2][C:3]1[CH:11]=[C:10]2[C:6]([CH:7]=[N:8][NH:9]2)=[CH:5][C:4]=1[NH:12][C:13]1[C:14]2[C:21]3[CH2:22][CH2:23][CH:24]([C:26]([OH:28])=O)[CH2:25][C:20]=3[S:19][C:15]=2[N:16]=[CH:17][N:18]=1.[NH:29]1[CH2:32][CH:31]([OH:33])[CH2:30]1. (2) The reactants are: [F:1][C:2]1[CH:7]=[CH:6][C:5]([F:8])=[CH:4][C:3]=1[C@H:9]1[CH2:13][CH2:12][CH2:11][N:10]1[C:14]1[CH:19]=[CH:18][N:17]2[N:20]=[CH:21][C:22]([C:23]#[N:24])=[C:16]2[N:15]=1.[OH:25]S(O)(=O)=O.O.CCCCCC. Given the product [F:1][C:2]1[CH:7]=[CH:6][C:5]([F:8])=[CH:4][C:3]=1[C@H:9]1[CH2:13][CH2:12][CH2:11][N:10]1[C:14]1[CH:19]=[CH:18][N:17]2[N:20]=[CH:21][C:22]([C:23]([NH2:24])=[O:25])=[C:16]2[N:15]=1, predict the reactants needed to synthesize it. (3) Given the product [F:22][C:16]1[CH:17]=[CH:18][C:19]([F:21])=[CH:20][C:15]=1[C:7]1[O:6][C:5]([CH2:4][CH2:3][CH2:2][NH:1][CH:30]([CH3:32])[CH3:29])([C:23]2[CH:28]=[CH:27][CH:26]=[CH:25][CH:24]=2)[N:9]([C:10](=[O:14])[CH:11]([CH3:13])[CH3:12])[N:8]=1, predict the reactants needed to synthesize it. The reactants are: [NH2:1][CH2:2][CH2:3][CH2:4][C:5]1([C:23]2[CH:28]=[CH:27][CH:26]=[CH:25][CH:24]=2)[N:9]([C:10](=[O:14])[CH:11]([CH3:13])[CH3:12])[N:8]=[C:7]([C:15]2[CH:20]=[C:19]([F:21])[CH:18]=[CH:17][C:16]=2[F:22])[O:6]1.[CH3:29][C:30]([CH3:32])=O.C(O[BH-](OC(=O)C)OC(=O)C)(=O)C.[Na+]. (4) The reactants are: CS(C)=O.C(Cl)(=O)C(Cl)=O.[C:11]([O:15][C:16]([N:18]1[CH2:22][C@H:21]([CH2:23][NH:24][C:25]([O:27][C:28]([CH3:31])([CH3:30])[CH3:29])=[O:26])[CH2:20][C@H:19]1[CH2:32][OH:33])=[O:17])([CH3:14])([CH3:13])[CH3:12].C(N(CC)CC)C. Given the product [C:11]([O:15][C:16]([N:18]1[CH2:22][C@H:21]([CH2:23][NH:24][C:25]([O:27][C:28]([CH3:31])([CH3:30])[CH3:29])=[O:26])[CH2:20][C@H:19]1[CH:32]=[O:33])=[O:17])([CH3:13])([CH3:12])[CH3:14], predict the reactants needed to synthesize it.